From a dataset of Human Reference Interactome with 51,813 positive PPI pairs across 8,248 proteins, plus equal number of experimentally-validated negative pairs. Binary Classification. Given two protein amino acid sequences, predict whether they physically interact or not. (1) Protein 1 (ENSG00000111775) has sequence MAVVGVSSVSRLLGRSRPQLGRPMSSGAHGEEGSARMWKTLTFFVALPGVAVSMLNVYLKSHHGEHERPEFIAYPHLRIRTKPFPWGDGNHTLFHNPHVNPLPTGYEDE*. Protein 2 (ENSG00000233927) has sequence MDTSRVQPIKLARVTKVLGRTGSQGQCTQVRVEFMDDTSRSIIRNVKGPVREGDVLTLLESEREARRLR*. Result: 0 (the proteins do not interact). (2) Protein 1 (ENSG00000103021) has sequence MTDDESESVLSDSHEGSELELPVIQLCGLVEELSYVNSALKTETEMFEKYYAKLEPRDQRPPRLSEIKISAADYAQFRGRRRSKSRTGMDRGVGLTADQKLELVQKEVADMKDDLRHTRANAERDLQHHEAIIEEAEIRWSEVSREVHEFEKDILKAISKKKGSILATQKVMKYIEDMNRRRDNMKEKLRLKNVSLKVQRKKMLLQLRQKEEVSEALHDVDFQQLKIENAQFLETIEARNQELTQLKLSSGNTLQVLNAYKSKLHKAMEIYLNLDKEILLRKELLEKIEKETLQVEEDRA.... Protein 2 (ENSG00000155508) has sequence MPAALVENSQVICEVWASNLEEEMRKIREIVLSYSYIAMDTEFPGVVVRPIGEFRSSIDYQYQLLRCNVDLLKIIQLGLTFTNEKGEYPSGINTWQFNFKFNLTEDMYSQDSIDLLANSGLQFQKHEEEGIDTLHFAELLMTSGVVLCDNVKWLSFHSGYDFGYMVKLLTDSRLPEEEHEFFHILNLFFPSIYDVKYLMKSCKNLKGGLQEVADQLDLQRIGRQHQAGSDSLLTGMAFFRMKELFFEDSIDDAKYCGRLYGLGTGVAQKQNEDVDSAQEKMSILAIINNMQQ*MYSQDSI.... Result: 0 (the proteins do not interact).